From a dataset of Peptide-MHC class II binding affinity with 134,281 pairs from IEDB. Regression. Given a peptide amino acid sequence and an MHC pseudo amino acid sequence, predict their binding affinity value. This is MHC class II binding data. (1) The peptide sequence is MTLYQIQVMKRNQKQ. The MHC is DRB5_0101 with pseudo-sequence DRB5_0101. The binding affinity (normalized) is 0.714. (2) The peptide sequence is LNTITNLKVQLIRMA. The MHC is DRB3_0101 with pseudo-sequence DRB3_0101. The binding affinity (normalized) is 0.538. (3) The peptide sequence is PSVIPAARLFKAFIL. The MHC is HLA-DPA10301-DPB10402 with pseudo-sequence HLA-DPA10301-DPB10402. The binding affinity (normalized) is 0.324. (4) The peptide sequence is AFKVAATAANAAP. The MHC is DRB4_0101 with pseudo-sequence DRB4_0103. The binding affinity (normalized) is 0.324. (5) The peptide sequence is SFTLASSETGVG. The MHC is DRB1_0401 with pseudo-sequence DRB1_0401. The binding affinity (normalized) is 0.584.